Predict which catalyst facilitates the given reaction. From a dataset of Catalyst prediction with 721,799 reactions and 888 catalyst types from USPTO. Reactant: Cl.Cl.[C:3]([C:7]1[CH:12]=[CH:11][CH:10]=[CH:9][C:8]=1[N:13]1[CH2:18][CH2:17][N:16]([C:19](=[O:29])[C:20]([NH:22][CH:23]2[CH2:28][CH2:27][NH:26][CH2:25][CH2:24]2)=[O:21])[CH2:15][CH2:14]1)([CH3:6])([CH3:5])[CH3:4].[CH3:30][S:31](Cl)(=[O:33])=[O:32].C([O-])(O)=O.[Na+]. Product: [C:3]([C:7]1[CH:12]=[CH:11][CH:10]=[CH:9][C:8]=1[N:13]1[CH2:14][CH2:15][N:16]([C:19](=[O:29])[C:20]([NH:22][CH:23]2[CH2:24][CH2:25][N:26]([S:31]([CH3:30])(=[O:33])=[O:32])[CH2:27][CH2:28]2)=[O:21])[CH2:17][CH2:18]1)([CH3:6])([CH3:4])[CH3:5]. The catalyst class is: 17.